From a dataset of Forward reaction prediction with 1.9M reactions from USPTO patents (1976-2016). Predict the product of the given reaction. (1) The product is: [CH2:10]([C@H:9]1[C@H:8]([NH:18][C:19](=[O:25])[O:20][C:21]([CH3:24])([CH3:22])[CH3:23])[C:7](=[O:26])[N:5]2[CH2:6][C@H:2]([OH:1])[CH2:3][C@H:4]2[C:27](=[O:44])[NH:28][C@:29]2([C:34](=[O:43])[NH:35][S:36]([C:39]3([CH3:42])[CH2:40][CH2:41]3)(=[O:38])=[O:37])[CH2:31][C@H:30]2[CH:17]=[CH:16][CH2:15][CH2:14][CH2:13][O:12]1)[CH3:11]. Given the reactants [OH:1][C@H:2]1[CH2:6][N:5]([C:7](=[O:26])[C@@H:8]([NH:18][C:19](=[O:25])[O:20][C:21]([CH3:24])([CH3:23])[CH3:22])[C@@H:9]([O:12][CH2:13][CH2:14][CH2:15][CH:16]=[CH2:17])[CH2:10][CH3:11])[C@H:4]([C:27](=[O:44])[NH:28][C@:29]2([C:34](=[O:43])[NH:35][S:36]([C:39]3([CH3:42])[CH2:41][CH2:40]3)(=[O:38])=[O:37])[CH2:31][C@H:30]2C=C)[CH2:3]1, predict the reaction product. (2) Given the reactants [F:1][C:2]1[C:10]([F:11])=[C:9]([CH3:12])[CH:8]=[CH:7][C:3]=1[C:4]([OH:6])=[O:5].C1C(=O)N([Br:20])C(=O)C1, predict the reaction product. The product is: [Br:20][CH2:12][C:9]1[CH:8]=[CH:7][C:3]([C:4]([OH:6])=[O:5])=[C:2]([F:1])[C:10]=1[F:11].